From a dataset of Catalyst prediction with 721,799 reactions and 888 catalyst types from USPTO. Predict which catalyst facilitates the given reaction. (1) Reactant: [CH:1]1(C(O)=O)[CH2:6][CH2:5][CH:4]([C:7]([OH:9])=[O:8])[CH2:3][CH2:2]1.Cl.C(N=C=NCCCN(C)C)C.FC1C=C(O)C=C(F)C=1F. Product: [CH:4]1([C:7]([OH:9])=[O:8])[CH2:5][CH2:6][CH2:1][CH2:2][CH2:3]1. The catalyst class is: 119. (2) Reactant: [CH2:1](Br)[C:2]1[CH:7]=[CH:6][CH:5]=[CH:4][CH:3]=1.C(=O)([O-])[O-].[Cs+].[Cs+].[OH:15][C:16]1[CH:23]=[CH:22][C:21]([Br:24])=[CH:20][C:17]=1[CH:18]=[O:19]. Product: [CH2:1]([O:15][C:16]1[CH:23]=[CH:22][C:21]([Br:24])=[CH:20][C:17]=1[CH:18]=[O:19])[C:2]1[CH:7]=[CH:6][CH:5]=[CH:4][CH:3]=1. The catalyst class is: 18.